Dataset: Catalyst prediction with 721,799 reactions and 888 catalyst types from USPTO. Task: Predict which catalyst facilitates the given reaction. (1) Reactant: [CH3:1][C:2]1([CH3:14])[C:6]([CH3:8])([CH3:7])[O:5][B:4]([C:9]2[CH:10]=[N:11][NH:12][CH:13]=2)[O:3]1.C(=O)([O-])[O-].[Cs+].[Cs+].[I-].[K+].Cl.Cl[CH2:25][CH2:26][N:27]([CH2:30][CH3:31])[CH2:28][CH3:29]. Product: [CH2:26]([N:27]([CH2:30][CH3:31])[CH2:28][CH2:29][N:12]1[CH:13]=[C:9]([B:4]2[O:5][C:6]([CH3:7])([CH3:8])[C:2]([CH3:14])([CH3:1])[O:3]2)[CH:10]=[N:11]1)[CH3:25]. The catalyst class is: 10. (2) Reactant: [C:1]([O:5][C:6]([NH:8][C@H:9]1[CH2:13][CH2:12][C@H:11]([C:14]([OH:16])=[O:15])[CH2:10]1)=[O:7])([CH3:4])([CH3:3])[CH3:2].C1C=CC2N(O)N=NC=2C=1.C(Cl)CCl.O/[N:32]=[C:33](\[NH2:41])/[CH2:34][C:35]1[CH:40]=[CH:39][CH:38]=[CH:37][CH:36]=1.C(=O)(O)[O-].[Na+]. Product: [NH2:41]/[C:33](=[N:32]\[O:15][C:14]([C@H:11]1[CH2:12][CH2:13][C@H:9]([NH:8][C:6](=[O:7])[O:5][C:1]([CH3:4])([CH3:2])[CH3:3])[CH2:10]1)=[O:16])/[CH2:34][C:35]1[CH:40]=[CH:39][CH:38]=[CH:37][CH:36]=1. The catalyst class is: 2. (3) Reactant: [CH2:1]([O:3][C:4]([C:6]1[C:15](=[O:16])[C:14]2[C:9](=[C:10]([Cl:38])[C:11]([NH:18][CH2:19][CH:20]([OH:37])[CH2:21][O:22][CH:23]3[CH2:26][N:25](C(OCC4C=CC=CC=4)=O)[CH2:24]3)=[C:12]([F:17])[CH:13]=2)[N:8]([C:39]2[C:44]([F:45])=[CH:43][C:42]([F:46])=[C:41]([NH2:47])[N:40]=2)[CH:7]=1)=[O:5])[CH3:2]. Product: [CH2:1]([O:3][C:4]([C:6]1[C:15](=[O:16])[C:14]2[C:9](=[C:10]([Cl:38])[C:11]([NH:18][CH2:19][CH:20]([OH:37])[CH2:21][O:22][CH:23]3[CH2:26][NH:25][CH2:24]3)=[C:12]([F:17])[CH:13]=2)[N:8]([C:39]2[C:44]([F:45])=[CH:43][C:42]([F:46])=[C:41]([NH2:47])[N:40]=2)[CH:7]=1)=[O:5])[CH3:2]. The catalyst class is: 19. (4) Reactant: Cl[C:2]1[C:7]([CH:8]([CH2:13][CH2:14][CH3:15])[C:9]([O:11][CH3:12])=[O:10])=[C:6]([C:16]2[CH:21]=[CH:20][C:19]([CH3:22])=[CH:18][CH:17]=2)[N:5]=[C:4]([N:23]2[CH2:28][CH2:27][CH2:26][CH2:25][CH2:24]2)[N:3]=1.C(O)(=[O:31])C. Product: [O:31]=[C:2]1[NH:3][C:4]([N:23]2[CH2:28][CH2:27][CH2:26][CH2:25][CH2:24]2)=[N:5][C:6]([C:16]2[CH:21]=[CH:20][C:19]([CH3:22])=[CH:18][CH:17]=2)=[C:7]1[CH:8]([CH2:13][CH2:14][CH3:15])[C:9]([O:11][CH3:12])=[O:10]. The catalyst class is: 6. (5) Reactant: [Cl:1][C:2]1[CH:3]=[CH:4][C:5]([O:12][CH3:13])=[C:6]([S:8](Cl)(=[O:10])=[O:9])[CH:7]=1.[CH3:14][O:15][C:16]([C:18]1[CH:19]=[CH:20][C:21]2[O:26][CH2:25][CH2:24][NH:23][C:22]=2[CH:27]=1)=[O:17]. Product: [CH3:14][O:15][C:16]([C:18]1[CH:19]=[CH:20][C:21]2[O:26][CH2:25][CH2:24][N:23]([S:8]([C:6]3[CH:7]=[C:2]([Cl:1])[CH:3]=[CH:4][C:5]=3[O:12][CH3:13])(=[O:10])=[O:9])[C:22]=2[CH:27]=1)=[O:17]. The catalyst class is: 272. (6) Reactant: [CH3:1][O:2][C:3](=[O:28])[C:4]1[CH:9]=[C:8]([O:10][CH3:11])[CH:7]=[CH:6][C:5]=1[NH:12][C:13]1[N:17]([C:18]2[CH:23]=[CH:22][CH:21]=[CH:20][C:19]=2[O:24][CH3:25])[N:16]=[C:15]([CH3:26])[C:14]=1Br.Cl.[N:30]1[C:39]2[C:34](=[CH:35][C:36](OB(O)O)=[CH:37][CH:38]=2)[N:33]=[CH:32][CH:31]=1.C(=O)([O-])[O-].[Na+].[Na+]. Product: [CH3:1][O:2][C:3](=[O:28])[C:4]1[CH:9]=[C:8]([O:10][CH3:11])[CH:7]=[CH:6][C:5]=1[NH:12][C:13]1[N:17]([C:18]2[CH:23]=[CH:22][CH:21]=[CH:20][C:19]=2[O:24][CH3:25])[N:16]=[C:15]([CH3:26])[C:14]=1[C:37]1[CH:38]=[C:39]2[C:34](=[CH:35][CH:36]=1)[N:33]=[CH:32][CH:31]=[N:30]2. The catalyst class is: 427. (7) Reactant: [CH2:1]=O.[CH2:3]([NH:10][CH2:11][Si:12]([CH3:15])([CH3:14])[CH3:13])[C:4]1[CH:9]=[CH:8][CH:7]=[CH:6][CH:5]=1.CO.[C:18](=[O:21])([O-])[O-].[K+].[K+]. Product: [CH2:3]([N:10]([CH2:1][O:21][CH3:18])[CH2:11][Si:12]([CH3:15])([CH3:14])[CH3:13])[C:4]1[CH:9]=[CH:8][CH:7]=[CH:6][CH:5]=1. The catalyst class is: 28. (8) Reactant: Cl[C:2]1[CH:19]=[C:18](F)[C:17]([N+:21]([O-:23])=[O:22])=[CH:16][C:3]=1[C:4]([NH:6][C:7]1[CH:15]=[C:14]2[C:10]([CH:11]=[N:12][NH:13]2)=[CH:9][CH:8]=1)=[O:5].[NH4+].[OH-].[NH2:26]C1C=C(F)C([N+]([O-])=O)=CC=1C(NC1C=C2C(C=NN2)=CC=1)=O.[CH3:49][CH:50]1[CH2:55][NH:54][CH2:53][CH:52]([CH3:56])[NH:51]1. Product: [NH2:26][C:18]1[C:17]([N+:21]([O-:23])=[O:22])=[CH:16][C:3]([C:4]([NH:6][C:7]2[CH:15]=[C:14]3[C:10]([CH:11]=[N:12][NH:13]3)=[CH:9][CH:8]=2)=[O:5])=[C:2]([N:54]2[CH2:53][CH:52]([CH3:56])[NH:51][CH:50]([CH3:49])[CH2:55]2)[CH:19]=1. The catalyst class is: 12. (9) Reactant: [H-].[Na+].[OH:3][C:4]1[CH:5]=[C:6]([NH:10][C:11](=[O:13])[CH3:12])[CH:7]=[CH:8][CH:9]=1.Cl[C:15]1[CH:20]=[C:19]([NH:21][C:22]2[CH:27]=[CH:26][CH:25]=[CH:24][CH:23]=2)[C:18]([N+:28]([O-:30])=[O:29])=[CH:17][N:16]=1.O. Product: [N+:28]([C:18]1[C:19]([NH:21][C:22]2[CH:27]=[CH:26][CH:25]=[CH:24][CH:23]=2)=[CH:20][C:15]([O:3][C:4]2[CH:5]=[C:6]([NH:10][C:11](=[O:13])[CH3:12])[CH:7]=[CH:8][CH:9]=2)=[N:16][CH:17]=1)([O-:30])=[O:29]. The catalyst class is: 3.